Dataset: Full USPTO retrosynthesis dataset with 1.9M reactions from patents (1976-2016). Task: Predict the reactants needed to synthesize the given product. Given the product [N:1]1([C:6]2[CH:22]=[CH:21][C:9]([CH2:10][N:11]3[C:19]4[C:14](=[N:15][C:16]([CH3:20])=[CH:17][CH:18]=4)[C:13]([Br:23])=[CH:12]3)=[CH:8][CH:7]=2)[CH:5]=[CH:4][CH:3]=[N:2]1, predict the reactants needed to synthesize it. The reactants are: [N:1]1([C:6]2[CH:22]=[CH:21][C:9]([CH2:10][N:11]3[C:19]4[C:14](=[N:15][C:16]([CH3:20])=[CH:17][CH:18]=4)[CH:13]=[CH:12]3)=[CH:8][CH:7]=2)[CH:5]=[CH:4][CH:3]=[N:2]1.[Br:23]Br.C([O-])(O)=O.[Na+].[O-]S([O-])(=S)=O.[Na+].[Na+].